This data is from Peptide-MHC class II binding affinity with 134,281 pairs from IEDB. The task is: Regression. Given a peptide amino acid sequence and an MHC pseudo amino acid sequence, predict their binding affinity value. This is MHC class II binding data. (1) The peptide sequence is VEKSQLLNEFNNLYA. The MHC is DRB4_0101 with pseudo-sequence DRB4_0103. The binding affinity (normalized) is 0.502. (2) The peptide sequence is SEMFMPRSIGGPVSS. The MHC is HLA-DQA10201-DQB10402 with pseudo-sequence HLA-DQA10201-DQB10402. The binding affinity (normalized) is 0.519. (3) The peptide sequence is AGAEPAGKATTEEQK. The MHC is HLA-DPA10103-DPB10201 with pseudo-sequence HLA-DPA10103-DPB10201. The binding affinity (normalized) is 0.0847. (4) The peptide sequence is EFVKIVQKRGIVKENI. The MHC is DRB1_0101 with pseudo-sequence DRB1_0101. The binding affinity (normalized) is 0.370. (5) The peptide sequence is YVDRFFKTLRAEQASQDV. The MHC is DRB1_0401 with pseudo-sequence DRB1_0401. The binding affinity (normalized) is 1.00. (6) The peptide sequence is LLAMAVLAALFAGAW. The MHC is DRB1_0301 with pseudo-sequence DRB1_0301. The binding affinity (normalized) is 0.0189. (7) The peptide sequence is KMPMYIAGYKTFDGR. The MHC is DRB1_0401 with pseudo-sequence DRB1_0401. The binding affinity (normalized) is 0.215. (8) The peptide sequence is VLEWRFDSRLAFHHV. The MHC is DRB1_0901 with pseudo-sequence DRB1_0901. The binding affinity (normalized) is 0.516. (9) The peptide sequence is TEAVQKIATESIVIWGKTPKFRL. The MHC is HLA-DQA10102-DQB10502 with pseudo-sequence HLA-DQA10102-DQB10502. The binding affinity (normalized) is 0.